Task: Predict the reaction yield, written as a fraction of the theoretical maximum amount of product (1.0 means a 100% yield; for example, 0.34 means a 34% yield).. Dataset: Reaction yield outcomes from USPTO patents with 853,638 reactions (1) The reactants are Cl[C:2]1[N:7]=[C:6]([C:8]2[S:12][C:11]([CH:13]([CH3:15])[CH3:14])=[N:10][C:9]=2[C:16]2[CH:17]=[CH:18][C:19]([F:34])=[C:20]([NH:22][S:23]([C:26]3[CH:31]=[C:30]([F:32])[CH:29]=[CH:28][C:27]=3[F:33])(=[O:25])=[O:24])[CH:21]=2)[CH:5]=[CH:4][N:3]=1.[CH3:35][S:36]([N:39]1[CH2:44][CH2:43][CH:42]([NH2:45])[CH2:41][CH2:40]1)(=[O:38])=[O:37]. The catalyst is C1COCC1. The product is [F:33][C:27]1[CH:28]=[CH:29][C:30]([F:32])=[CH:31][C:26]=1[S:23]([NH:22][C:20]1[CH:21]=[C:16]([C:9]2[N:10]=[C:11]([CH:13]([CH3:15])[CH3:14])[S:12][C:8]=2[C:6]2[CH:5]=[CH:4][N:3]=[C:2]([NH:45][CH:42]3[CH2:43][CH2:44][N:39]([S:36]([CH3:35])(=[O:38])=[O:37])[CH2:40][CH2:41]3)[N:7]=2)[CH:17]=[CH:18][C:19]=1[F:34])(=[O:25])=[O:24]. The yield is 0.840. (2) The reactants are [Cl:1][C:2](=[CH2:10])[C:3]([CH3:9])([CH3:8])[C:4]([O:6]C)=[O:5].[OH-].[Na+]. The catalyst is O. The product is [Cl:1][C:2](=[CH2:10])[C:3]([CH3:9])([CH3:8])[C:4]([OH:6])=[O:5]. The yield is 0.440.